This data is from Forward reaction prediction with 1.9M reactions from USPTO patents (1976-2016). The task is: Predict the product of the given reaction. (1) Given the reactants Cl[C:2]1[CH:7]=[CH:6][N:5]=[C:4]([NH2:8])[CH:3]=1.[CH:9]1(B(O)O)[CH2:11][CH2:10]1.P(C1CCCCC1)(C1CCCCC1)C1CCCCC1.C([O-])([O-])=O.[K+].[K+], predict the reaction product. The product is: [CH:9]1([C:2]2[CH:7]=[CH:6][N:5]=[C:4]([NH2:8])[CH:3]=2)[CH2:11][CH2:10]1. (2) Given the reactants [CH2:1]([N:3]([CH2:19][CH3:20])[CH2:4][CH2:5][O:6][C:7]1[CH:12]=[CH:11][C:10]([N+:13]([O-])=O)=[C:9]([N+:16]([O-])=O)[CH:8]=1)[CH3:2].[O:21]1[CH2:26][CH2:25][N:24]([C:27]2[CH:32]=[CH:31][C:30]([NH:33][C:34]([C:36]3[CH:43]=[CH:42][C:39]([CH:40]=O)=[CH:38][CH:37]=3)=[O:35])=[CH:29][CH:28]=2)[CH2:23][CH2:22]1, predict the reaction product. The product is: [CH2:1]([N:3]([CH2:19][CH3:20])[CH2:4][CH2:5][O:6][C:7]1[CH:12]=[CH:11][C:10]2[N:13]=[C:40]([C:39]3[CH:38]=[CH:37][C:36]([C:34]([NH:33][C:30]4[CH:29]=[CH:28][C:27]([N:24]5[CH2:23][CH2:22][O:21][CH2:26][CH2:25]5)=[CH:32][CH:31]=4)=[O:35])=[CH:43][CH:42]=3)[NH:16][C:9]=2[CH:8]=1)[CH3:2].